From a dataset of Full USPTO retrosynthesis dataset with 1.9M reactions from patents (1976-2016). Predict the reactants needed to synthesize the given product. (1) Given the product [O:1]=[C:2]([OH:23])[C@@H:3]([C@H:5]([C@@H:7]([C@@H:9]([CH2:11][OH:12])[OH:10])[OH:8])[OH:6])[OH:4], predict the reactants needed to synthesize it. The reactants are: [O:1]=[CH:2][C@@H:3]([C@H:5]([C@@H:7]([C@@H:9]([CH2:11][OH:12])[OH:10])[OH:8])[OH:6])[OH:4].C1C=[N+]([C@@H]2[O:23][C@H](COP(OP(OC[C@H]3O[C@@H](N4C5N=CN=C(N)C=5N=C4)[C@H](OP(O)(O)=O)[C@@H]3O)(O)=O)(O)=O)[C@@H](O)[C@H]2O)C=C(C(N)=O)C=1. (2) The reactants are: C([N:8]1[CH2:12][C@H:11]2[C@H:13]([NH:16][C:17](=[O:32])[C@@H:18]([N:23]([CH3:31])[C:24](=[O:30])[O:25][C:26]([CH3:29])([CH3:28])[CH3:27])[C@@H:19]([CH3:22])[CH2:20][CH3:21])[CH2:14][CH2:15][C@H:10]2[CH2:9]1)C1C=CC=CC=1.C(N1C[C@H]2[C@H](NC(=O)[C@@H](N3CCOCC3)CC(C)C)CC[C@H]2C1)C1C=CC=CC=1.[F:62][C:63]([F:75])([F:74])[C:64]1[CH:69]=[CH:68][C:67]([S:70](Cl)(=[O:72])=[O:71])=[CH:66][CH:65]=1.FC(F)(F)C1C=C(S(Cl)(=O)=O)C=CC=1. Given the product [CH3:31][N:23]([C@@H:18]([C@@H:19]([CH3:22])[CH2:20][CH3:21])[C:17](=[O:32])[NH:16][C@H:13]1[C@H:11]2[C@H:10]([CH2:9][N:8]([S:70]([C:67]3[CH:66]=[CH:65][C:64]([C:63]([F:62])([F:74])[F:75])=[CH:69][CH:68]=3)(=[O:72])=[O:71])[CH2:12]2)[CH2:15][CH2:14]1)[C:24](=[O:30])[O:25][C:26]([CH3:29])([CH3:28])[CH3:27], predict the reactants needed to synthesize it. (3) Given the product [Cl:3][C:4]1[S:19][C:7]2[N:8]=[CH:9][N:10]=[C:11]([NH:12][CH:13]3[CH2:14][CH2:15][N:16]([CH2:29][C:26]4[CH:27]=[CH:28][C:21]([F:20])=[C:22]([CH:25]=4)[C:23]#[N:24])[CH2:17][CH2:18]3)[C:6]=2[CH:5]=1, predict the reactants needed to synthesize it. The reactants are: Cl.Cl.[Cl:3][C:4]1[S:19][C:7]2[N:8]=[CH:9][N:10]=[C:11]([NH:12][CH:13]3[CH2:18][CH2:17][NH:16][CH2:15][CH2:14]3)[C:6]=2[CH:5]=1.[F:20][C:21]1[CH:28]=[CH:27][C:26]([CH:29]=O)=[CH:25][C:22]=1[C:23]#[N:24]. (4) Given the product [CH:33]1([CH2:36][C:37]([NH:23][NH:22][C:18]2[N:19]=[N:20][CH:21]=[C:16]([N:13]3[CH2:14][CH2:15][CH:10]([C:3]4[C:4]([O:8][CH3:9])=[CH:5][CH:6]=[CH:7][C:2]=4[F:1])[CH2:11][CH2:12]3)[C:17]=2[C:24]([F:27])([F:25])[F:26])=[O:38])[CH2:35][CH2:34]1, predict the reactants needed to synthesize it. The reactants are: [F:1][C:2]1[CH:7]=[CH:6][CH:5]=[C:4]([O:8][CH3:9])[C:3]=1[CH:10]1[CH2:15][CH2:14][N:13]([C:16]2[C:17]([C:24]([F:27])([F:26])[F:25])=[C:18]([NH:22][NH2:23])[N:19]=[N:20][CH:21]=2)[CH2:12][CH2:11]1.C(=O)(O)[O-].[Na+].[CH:33]1([CH2:36][C:37](Cl)=[O:38])[CH2:35][CH2:34]1. (5) Given the product [CH2:16]([CH:23]1[CH2:28][CH2:27][N:26]([CH2:2][C:3]([NH:5][C:6]2[CH:15]=[CH:14][C:9]3[NH:10][C:11](=[O:13])[O:12][C:8]=3[CH:7]=2)=[O:4])[CH2:25][CH2:24]1)[C:17]1[CH:22]=[CH:21][CH:20]=[CH:19][CH:18]=1, predict the reactants needed to synthesize it. The reactants are: Cl[CH2:2][C:3]([NH:5][C:6]1[CH:15]=[CH:14][C:9]2[NH:10][C:11](=[O:13])[O:12][C:8]=2[CH:7]=1)=[O:4].[CH2:16]([CH:23]1[CH2:28][CH2:27][NH:26][CH2:25][CH2:24]1)[C:17]1[CH:22]=[CH:21][CH:20]=[CH:19][CH:18]=1. (6) Given the product [Cl:1][C:2]1[S:6][C:5]2[S:7](=[O:9])(=[O:8])[N:10]=[C:11]([NH:13][C:14]3([CH3:17])[CH2:16][CH2:15]3)[NH:12][C:4]=2[CH:3]=1, predict the reactants needed to synthesize it. The reactants are: [Cl:1][C:2]1[S:6][C:5]([S:7]([NH:10][C:11]([NH:13][C:14]2([CH3:17])[CH2:16][CH2:15]2)=[NH:12])(=[O:9])=[O:8])=[C:4](B(O)O)[CH:3]=1.N1C=CC=CC=1. (7) Given the product [OH:4][CH2:5][C:6]1[CH:11]=[C:10]([CH2:12][OH:13])[CH:9]=[CH:8][C:7]=1[Br:17], predict the reactants needed to synthesize it. The reactants are: C([O:4][CH2:5][C:6]1[CH:11]=[C:10]([CH2:12][O:13]C(=O)C)[CH:9]=[CH:8][C:7]=1[Br:17])(=O)C.C(OCC1C=CC=C(COC(=O)C)C=1Br)(=O)C.[OH-].[Na+].Cl. (8) Given the product [CH3:18][S:19][C@@H:6]1[C@H:7]([OH:12])[C@@H:8]([CH2:10][OH:11])[O:9][C@H:5]1[N:4]1[CH:3]=[C:2]([CH3:1])[C:16](=[O:17])[NH:15][C:14]1=[O:13], predict the reactants needed to synthesize it. The reactants are: [CH3:1][C:2]1[C:16](=[O:17])[N:15]=[C:14]2[N:4]([C@@H:5]3[O:9][C@H:8]([CH2:10][OH:11])[C@@H:7]([OH:12])[C@@H:6]3[O:13]2)[CH:3]=1.[CH3:18][SH:19].CN(C)C(N(C)C)=N. (9) Given the product [CH:1]([N:4]([C:27]([C@H:29]1[CH2:34][CH2:33][C@H:32]([CH3:35])[CH2:31][CH2:30]1)=[O:28])[C:5]1[S:9][C:8]([CH:10]2[CH2:15][CH2:14][NH:13][CH2:12][CH2:11]2)=[CH:7][C:6]=1[C:23]([O:25][CH3:26])=[O:24])([CH3:3])[CH3:2], predict the reactants needed to synthesize it. The reactants are: [CH:1]([N:4]([C:27]([C@H:29]1[CH2:34][CH2:33][C@H:32]([CH3:35])[CH2:31][CH2:30]1)=[O:28])[C:5]1[S:9][C:8]([CH:10]2[CH2:15][CH2:14][N:13](C(OC(C)(C)C)=O)[CH2:12][CH2:11]2)=[CH:7][C:6]=1[C:23]([O:25][CH3:26])=[O:24])([CH3:3])[CH3:2].FC(F)(F)C(O)=O.